This data is from Catalyst prediction with 721,799 reactions and 888 catalyst types from USPTO. The task is: Predict which catalyst facilitates the given reaction. (1) Reactant: Br[C:2]1[C:3]2[CH2:23][CH2:22][CH2:21][CH2:20][N:19]([C:24]([CH3:27])([CH3:26])[CH3:25])[C:18](=[O:28])[C:4]=2[N:5]2[CH2:14][CH2:13][C:12]3[CH:11]=[C:10]([O:15][CH3:16])[C:9]([F:17])=[CH:8][C:7]=3[C:6]=12.C([Sn](CCCC)(CCCC)[C:34]1[S:35][CH:36]=[CH:37][CH:38]=1)CCC. Product: [C:24]([N:19]1[CH2:20][CH2:21][CH2:22][CH2:23][C:3]2[C:2]([C:34]3[S:35][CH:36]=[CH:37][CH:38]=3)=[C:6]3[C:7]4[CH:8]=[C:9]([F:17])[C:10]([O:15][CH3:16])=[CH:11][C:12]=4[CH2:13][CH2:14][N:5]3[C:4]=2[C:18]1=[O:28])([CH3:27])([CH3:26])[CH3:25]. The catalyst class is: 109. (2) Reactant: [NH:1]1[C:9]2[C:4](=[CH:5][CH:6]=[CH:7][CH:8]=2)[CH2:3][C@H:2]1[C:10]([OH:12])=[O:11].C(N(CC)CC)C.[C:20](O[C:20]([O:22][C:23]([CH3:26])([CH3:25])[CH3:24])=[O:21])([O:22][C:23]([CH3:26])([CH3:25])[CH3:24])=[O:21]. The catalyst class is: 3. Product: [C:23]([O:22][C:20]([N:1]1[C:9]2[C:4](=[CH:5][CH:6]=[CH:7][CH:8]=2)[CH2:3][C@H:2]1[C:10]([OH:12])=[O:11])=[O:21])([CH3:26])([CH3:25])[CH3:24].